From a dataset of Forward reaction prediction with 1.9M reactions from USPTO patents (1976-2016). Predict the product of the given reaction. (1) Given the reactants [CH3:1][CH:2]([C:5]1[CH:10]=[CH:9][C:8]([C:11]2[C:12]([NH2:17])=[N:13][CH:14]=[CH:15][CH:16]=2)=[CH:7][CH:6]=1)[CH2:3][CH3:4].[H-].[Na+].Cl[CH2:21][CH2:22][S:23](Cl)(=[O:25])=[O:24].O, predict the reaction product. The product is: [CH3:1][CH:2]([C:5]1[CH:10]=[CH:9][C:8]([C:11]2[C:12]3=[N:17][S:23](=[O:25])(=[O:24])[CH2:22][CH2:21][N:13]3[CH:14]=[CH:15][CH:16]=2)=[CH:7][CH:6]=1)[CH2:3][CH3:4]. (2) Given the reactants [N:1]1([C:6]2[CH:11]=[CH:10][C:9]([NH2:12])=[CH:8][CH:7]=2)[CH:5]=[N:4][CH:3]=[N:2]1.[N:13]1([C:18]2[CH:19]=[C:20]3[C:24](=[CH:25][CH:26]=2)[NH:23][C:22](=[O:27])[C:21]3=[O:28])[CH:17]=[N:16][CH:15]=[N:14]1.[NH:29]([C:31]1[CH:36]=[CH:35][C:34]([S:37]([NH:40][CH3:41])(=[O:39])=[O:38])=[CH:33][CH:32]=1)[NH2:30], predict the reaction product. The product is: [N:13]1([C:18]2[CH:19]=[C:20]3[C:24](=[CH:25][CH:26]=2)[NH:23][C:22](=[O:27])[C:21]3=[O:28])[CH:17]=[N:16][CH:15]=[N:14]1.[CH3:41][NH:40][S:37]([C:34]1[CH:35]=[CH:36][C:31]([NH:29][N:30]=[C:21]2[C:8]3[C:9](=[CH:10][CH:11]=[C:6]([N:1]4[CH:5]=[N:4][CH:3]=[N:2]4)[CH:7]=3)[NH:12][C:22]2=[O:27])=[CH:32][CH:33]=1)(=[O:39])=[O:38]. (3) Given the reactants C(OC([NH:8][C@H:9]([C:14]([NH:16][C@H:17]1[C@@H:24]2[C@@H:20]([CH2:21][N:22]([CH2:25][C:26]3[CH:31]=[CH:30][CH:29]=[C:28]([C:32]([F:35])([F:34])[F:33])[CH:27]=3)[CH2:23]2)[CH2:19][CH2:18]1)=[O:15])[CH2:10][CH:11]([CH3:13])[CH3:12])=O)(C)(C)C.Cl, predict the reaction product. The product is: [F:34][C:32]([F:33])([F:35])[C:28]1[CH:27]=[C:26]([CH:31]=[CH:30][CH:29]=1)[CH2:25][N:22]1[CH2:23][C@H:24]2[C@@H:17]([NH:16][C:14](=[O:15])[C@H:9]([CH2:10][CH:11]([CH3:12])[CH3:13])[NH2:8])[CH2:18][CH2:19][C@H:20]2[CH2:21]1. (4) Given the reactants CCN(CC)CC.[C:8]([Si:10]([CH3:13])([CH3:12])[CH3:11])#[CH:9].[CH3:14][O:15][C:16](=[O:34])[CH2:17][C@@H:18]([NH:26][C:27]([O:29][C:30]([CH3:33])([CH3:32])[CH3:31])=[O:28])[C:19]1[CH:24]=[CH:23][C:22](I)=[CH:21][CH:20]=1.C([O-])([O-])=O.[K+].[K+], predict the reaction product. The product is: [CH3:14][O:15][C:16](=[O:34])[CH2:17][C@@H:18]([NH:26][C:27]([O:29][C:30]([CH3:32])([CH3:31])[CH3:33])=[O:28])[C:19]1[CH:24]=[CH:23][C:22]([C:9]#[C:8][Si:10]([CH3:13])([CH3:12])[CH3:11])=[CH:21][CH:20]=1. (5) The product is: [Si:1]([O:8][CH2:9][C:10]1([CH3:38])[S:16][CH2:15][CH2:14][N:13]2[C:17]([C:20]3([C:23]4[CH:28]=[CH:27][C:26]([C:40]5[CH:41]=[CH:42][CH:43]=[C:44]([CH3:46])[N:45]=5)=[CH:25][CH:24]=4)[CH2:21][CH2:22]3)=[N:18][N:19]=[C:12]2[CH2:11]1)([C:4]([CH3:6])([CH3:5])[CH3:7])([CH3:3])[CH3:2]. Given the reactants [Si:1]([O:8][CH2:9][C:10]1([CH3:38])[S:16][CH2:15][CH2:14][N:13]2[C:17]([C:20]3([C:23]4[CH:28]=[CH:27][C:26](B5OC(C)(C)C(C)(C)O5)=[CH:25][CH:24]=4)[CH2:22][CH2:21]3)=[N:18][N:19]=[C:12]2[CH2:11]1)([C:4]([CH3:7])([CH3:6])[CH3:5])([CH3:3])[CH3:2].Br[C:40]1[N:45]=[C:44]([CH3:46])[CH:43]=[CH:42][CH:41]=1.C(=O)([O-])[O-].[K+].[K+], predict the reaction product. (6) Given the reactants [OH:1][C:2]1[CH:24]=[CH:23][C:5]([CH2:6][N:7]2[C:15]3[C:10](=[C:11]([NH:16][C:17](=[O:21])[C:18]([OH:20])=[O:19])[CH:12]=[CH:13][CH:14]=3)[CH:9]=[C:8]2[CH3:22])=[CH:4][C:3]=1[CH:25]([CH3:27])[CH3:26].C(O)C.[OH-].[Na+:32], predict the reaction product. The product is: [OH:1][C:2]1[CH:24]=[CH:23][C:5]([CH2:6][N:7]2[C:15]3[C:10](=[C:11]([NH:16][C:17](=[O:21])[C:18]([O-:20])=[O:19])[CH:12]=[CH:13][CH:14]=3)[CH:9]=[C:8]2[CH3:22])=[CH:4][C:3]=1[CH:25]([CH3:27])[CH3:26].[Na+:32]. (7) Given the reactants [N:1]1[CH:6]=[CH:5][CH:4]=[CH:3][C:2]=1[NH:7][C:8]1[CH:13]=[CH:12][C:11]([OH:14])=[CH:10][CH:9]=1.Cl[C:16]1[C:17]([C:22]([O:24][CH3:25])=[O:23])=[N:18][CH:19]=[CH:20][N:21]=1.C(=O)([O-])[O-].[Cs+].[Cs+].CS(C)=O, predict the reaction product. The product is: [N:1]1[CH:6]=[CH:5][CH:4]=[CH:3][C:2]=1[NH:7][C:8]1[CH:13]=[CH:12][C:11]([O:14][C:16]2[C:17]([C:22]([O:24][CH3:25])=[O:23])=[N:18][CH:19]=[CH:20][N:21]=2)=[CH:10][CH:9]=1. (8) Given the reactants [Li]CCCC.[O:6]1[CH:10]=[CH:9][N:8]=[CH:7]1.O([Si:19]([CH:26]([CH3:28])[CH3:27])([CH:23]([CH3:25])[CH3:24])[CH:20]([CH3:22])[CH3:21])S(C(F)(F)F)(=O)=O, predict the reaction product. The product is: [CH:20]([Si:19]([CH:26]([CH3:28])[CH3:27])([CH:23]([CH3:25])[CH3:24])[C:7]1[O:6][CH:10]=[CH:9][N:8]=1)([CH3:22])[CH3:21].